From a dataset of Forward reaction prediction with 1.9M reactions from USPTO patents (1976-2016). Predict the product of the given reaction. (1) Given the reactants [CH2:1]([O:3][C:4](=[O:10])[C:5](=O)[C:6](=O)[CH3:7])[CH3:2].[C:11]1([CH2:21][NH2:22])[C:20]2[C:15](=[CH:16][CH:17]=[CH:18][CH:19]=2)[CH:14]=[CH:13][CH:12]=1.C(#[N:25])C, predict the reaction product. The product is: [CH2:1]([O:3][C:4]([C:5]1[NH:22][C:21]([C:11]2[C:20]3[C:15](=[CH:16][CH:17]=[CH:18][CH:19]=3)[CH:14]=[CH:13][CH:12]=2)=[N:25][C:6]=1[CH3:7])=[O:10])[CH3:2]. (2) Given the reactants [N+:1]([C:4]1[CH:5]=[C:6]2[C:10]3=[C:11]([CH2:13][CH2:14][N:9]3[C:8]3[CH2:15][CH2:16][CH2:17][CH2:18][CH2:19][C:7]2=3)[CH:12]=1)([O-])=O, predict the reaction product. The product is: [CH:5]1[C:4]([NH2:1])=[CH:12][C:11]2[CH2:13][CH2:14][N:9]3[C:10]=2[C:6]=1[C:7]1[CH2:19][CH2:18][CH2:17][CH2:16][CH2:15][C:8]=13. (3) Given the reactants [N+:1]([C:4]1[CH:5]=[C:6]2[C:10](=[CH:11][CH:12]=1)[NH:9][N:8]=[CH:7]2)([O-:3])=[O:2].C(=O)([O-])[O-].[K+].[K+].Cl.Cl[CH2:21][CH2:22][N:23]1[CH2:28][CH2:27][CH2:26][CH2:25][CH2:24]1, predict the reaction product. The product is: [N+:1]([C:4]1[CH:5]=[C:6]2[C:10](=[CH:11][CH:12]=1)[N:9]([CH2:21][CH2:22][N:23]1[CH2:28][CH2:27][CH2:26][CH2:25][CH2:24]1)[N:8]=[CH:7]2)([O-:3])=[O:2].